Dataset: Reaction yield outcomes from USPTO patents with 853,638 reactions. Task: Predict the reaction yield, written as a fraction of the theoretical maximum amount of product (1.0 means a 100% yield; for example, 0.34 means a 34% yield). (1) The reactants are [CH2:1]([N:4]1[CH2:9][CH2:8][N:7]([CH2:10][CH2:11][CH2:12][O:13][C:14]2[CH:23]=[C:22]3[C:17]([C:18](Cl)=[N:19][CH:20]=[N:21]3)=[CH:16][C:15]=2[O:25][CH3:26])[CH2:6][CH2:5]1)[CH:2]=[CH2:3].[OH:27][C:28]1[CH:29]=[C:30]2[C:34](=[N:35][CH:36]=1)[NH:33][CH:32]=[CH:31]2.C(=O)([O-])[O-].[K+].[K+]. The catalyst is CC(N(C)C)=O. The product is [CH2:1]([N:4]1[CH2:9][CH2:8][N:7]([CH2:10][CH2:11][CH2:12][O:13][C:14]2[CH:23]=[C:22]3[C:17]([C:18]([O:27][C:28]4[CH:29]=[C:30]5[C:34](=[N:35][CH:36]=4)[NH:33][CH:32]=[CH:31]5)=[N:19][CH:20]=[N:21]3)=[CH:16][C:15]=2[O:25][CH3:26])[CH2:6][CH2:5]1)[CH:2]=[CH2:3]. The yield is 0.770. (2) The reactants are [N:1]([C@@H:4]1[C@@H:8]([O:9][CH2:10][C:11]#[C:12][CH3:13])[CH2:7][N:6]([C:14]([O:16][C:17]([CH3:20])([CH3:19])[CH3:18])=[O:15])[CH2:5]1)=[N+:2]=[N-:3]. The catalyst is C1(C)C(C)=CC=CC=1. The product is [CH3:13][C:12]1[N:3]=[N:2][N:1]2[C:11]=1[CH2:10][O:9][C@H:8]1[CH2:7][N:6]([C:14]([O:16][C:17]([CH3:20])([CH3:19])[CH3:18])=[O:15])[CH2:5][C@H:4]21. The yield is 0.470. (3) The reactants are C([O:3][CH:4](OCC)[C:5]1[O:13][C:12]2[C:11]([C:14]3[CH:15]=[N:16][C:17]([S:20]([CH3:23])(=[O:22])=[O:21])=[CH:18][CH:19]=3)=[CH:10][N:9]=[CH:8][C:7]=2[CH:6]=1)C.Cl.C(=O)(O)[O-].[Na+]. The catalyst is O1CCCC1. The product is [CH3:23][S:20]([C:17]1[N:16]=[CH:15][C:14]([C:11]2[C:12]3[O:13][C:5]([CH:4]=[O:3])=[CH:6][C:7]=3[CH:8]=[N:9][CH:10]=2)=[CH:19][CH:18]=1)(=[O:22])=[O:21]. The yield is 0.800. (4) The reactants are [NH2:1][C:2]1[C:7]([F:8])=[CH:6][C:5]([Br:9])=[CH:4][C:3]=1[CH2:10][OH:11]. The catalyst is ClCCl.[O-2].[Mn+2]. The product is [NH2:1][C:2]1[C:7]([F:8])=[CH:6][C:5]([Br:9])=[CH:4][C:3]=1[CH:10]=[O:11]. The yield is 0.850.